Dataset: HIV replication inhibition screening data with 41,000+ compounds from the AIDS Antiviral Screen. Task: Binary Classification. Given a drug SMILES string, predict its activity (active/inactive) in a high-throughput screening assay against a specified biological target. (1) The result is 0 (inactive). The molecule is c1ccc(C2=NNc3cccc[n+]3C2)cc1. (2) The drug is CC(=NNC(=S)Nc1ccccc1Cl)c1ccccn1. The result is 0 (inactive). (3) The drug is COc1ccc(C(SCC(N)C(=O)O)(c2ccc(OC)cc2)c2ccc(OC)cc2)cc1. The result is 0 (inactive). (4) The compound is Cc1ccc(C=C2N=C(N3CCCC(CO)C3)NC2=O)cc1. The result is 0 (inactive). (5) The molecule is [Cl-].c1cc(C[S+]2CCCC2)ccc1C[S+]1CCCC1. The result is 0 (inactive). (6) The drug is CC1SC(c2c(F)cccc2F)n2c1nc1ccccc12. The result is 1 (active).